Task: Predict which catalyst facilitates the given reaction.. Dataset: Catalyst prediction with 721,799 reactions and 888 catalyst types from USPTO Reactant: C1(N)CC1.[S:5]1[C:9]2[CH:10]=[CH:11][CH:12]=[CH:13][C:8]=2[N:7]=[C:6]1[O:14][C:15]1[CH:20]=[CH:19][C:18]([CH2:21][CH:22]=O)=[CH:17][CH:16]=1.C(O)(=O)C.[BH-](OC(C)=O)(OC(C)=O)OC(C)=O.[Na+].C(=O)C.S1C2C=CC=CC=2N=C1OC1C=CC([CH2:61][CH2:62][NH:63][CH:64]2[CH2:66][CH2:65]2)=CC=1. Product: [S:5]1[C:9]2[CH:10]=[CH:11][CH:12]=[CH:13][C:8]=2[N:7]=[C:6]1[O:14][C:15]1[CH:20]=[CH:19][C:18]([CH2:21][CH2:22][N:63]([CH:64]2[CH2:66][CH2:65]2)[CH2:62][CH3:61])=[CH:17][CH:16]=1. The catalyst class is: 2.